This data is from Full USPTO retrosynthesis dataset with 1.9M reactions from patents (1976-2016). The task is: Predict the reactants needed to synthesize the given product. Given the product [NH2:1][C:2]1[N:7]([C:8]2[CH:13]=[CH:12][C:11]([CH2:14][CH2:15][NH:30][C:29]([CH3:28])([C:32]([O:34][C:35]([CH3:38])([CH3:37])[CH3:36])=[O:33])[CH3:31])=[CH:10][CH:9]=2)[C:6](=[O:17])[CH:5]=[CH:4][C:3]=1[C:18](=[O:27])[C:19]1[CH:24]=[CH:23][C:22]([F:25])=[CH:21][C:20]=1[F:26], predict the reactants needed to synthesize it. The reactants are: [NH2:1][C:2]1[N:7]([C:8]2[CH:13]=[CH:12][C:11]([CH2:14][CH:15]=O)=[CH:10][CH:9]=2)[C:6](=[O:17])[CH:5]=[CH:4][C:3]=1[C:18](=[O:27])[C:19]1[CH:24]=[CH:23][C:22]([F:25])=[CH:21][C:20]=1[F:26].[CH3:28][C:29]([C:32]([O:34][C:35]([CH3:38])([CH3:37])[CH3:36])=[O:33])([CH3:31])[NH2:30].[BH-](OC(C)=O)(OC(C)=O)OC(C)=O.[Na+].